From a dataset of NCI-60 drug combinations with 297,098 pairs across 59 cell lines. Regression. Given two drug SMILES strings and cell line genomic features, predict the synergy score measuring deviation from expected non-interaction effect. Drug 1: C1C(C(OC1N2C=NC3=C2NC=NCC3O)CO)O. Drug 2: CCC1(C2=C(COC1=O)C(=O)N3CC4=CC5=C(C=CC(=C5CN(C)C)O)N=C4C3=C2)O.Cl. Cell line: EKVX. Synergy scores: CSS=4.78, Synergy_ZIP=-3.33, Synergy_Bliss=-0.146, Synergy_Loewe=-0.916, Synergy_HSA=0.611.